From a dataset of Peptide-MHC class II binding affinity with 134,281 pairs from IEDB. Regression. Given a peptide amino acid sequence and an MHC pseudo amino acid sequence, predict their binding affinity value. This is MHC class II binding data. (1) The peptide sequence is VPEDPEDSALLE. The MHC is HLA-DQA10501-DQB10201 with pseudo-sequence HLA-DQA10501-DQB10201. The binding affinity (normalized) is 0.0258. (2) The peptide sequence is TATYGGKWLDAKSTW. The MHC is HLA-DQA10104-DQB10503 with pseudo-sequence HLA-DQA10104-DQB10503. The binding affinity (normalized) is 0.478. (3) The peptide sequence is RLLVLDAVALERWPG. The MHC is DRB1_0405 with pseudo-sequence DRB1_0405. The binding affinity (normalized) is 1.00. (4) The peptide sequence is NLIDTKCYKLEHPVTGCG. The MHC is DRB1_1301 with pseudo-sequence DRB1_1301. The binding affinity (normalized) is 0. (5) The binding affinity (normalized) is 0.197. The peptide sequence is EGHHLASAAIFGHDG. The MHC is HLA-DPA10103-DPB10201 with pseudo-sequence HLA-DPA10103-DPB10201. (6) The peptide sequence is QRPLVTIKIGGQLKE. The binding affinity (normalized) is 0.628. The MHC is DRB5_0101 with pseudo-sequence DRB5_0101. (7) The peptide sequence is NMYKDSHHPARTA. The MHC is HLA-DPA10201-DPB10501 with pseudo-sequence HLA-DPA10201-DPB10501. The binding affinity (normalized) is 0.260. (8) The peptide sequence is GFKAALAAAAGVQPADKYRT. The MHC is DRB1_0401 with pseudo-sequence DRB1_0401. The binding affinity (normalized) is 0.818.